This data is from PAMPA (Parallel Artificial Membrane Permeability Assay) permeability data from NCATS. The task is: Regression/Classification. Given a drug SMILES string, predict its absorption, distribution, metabolism, or excretion properties. Task type varies by dataset: regression for continuous measurements (e.g., permeability, clearance, half-life) or binary classification for categorical outcomes (e.g., BBB penetration, CYP inhibition). Dataset: pampa_ncats. (1) The compound is CCN(CC)CCCNC(=O)C1=C(C2=C(O1)CCC3=CN(N=C32)CC4=CC=C(C=C4)Cl)C. The result is 1 (high permeability). (2) The drug is C1=CC(=CN=C1)C(=O)NC2=CC=C(C=C2)S(=O)(=O)NC3=NC=CS3. The result is 0 (low-to-moderate permeability). (3) The drug is CC1=CC=C(C=C1)S(=O)(=O)NC2=C(C=CN=C2)C(=O)NC3=NC(=CS3)C4=CC5=CC=CC=C5O4. The result is 0 (low-to-moderate permeability). (4) The compound is CC1=CC=C(C=C1)C(=O)N2CCC3=C(C2)C=C(S3)C(=O)NC(C)C4=CC=CC=C4. The result is 1 (high permeability). (5) The result is 1 (high permeability). The drug is C1=CC=C(C=C1)C2=CSC(=N2)NC(=O)C3=C(C=NC=C3)NS(=O)(=O)C4=CC5=CC=CC=C5C=C4. (6) The molecule is C1=CC(=C(C=C1C2=CC(=O)C3=C(C=C(C=C3O2)O)O)O)O. The result is 1 (high permeability). (7) The compound is CC1=C(C(=NN1CC2=CC=C(C=C2)Cl)C)NC(=O)C3=NOC(=C3)C4=CC5=C(C=C4)OCO5. The result is 1 (high permeability).